From a dataset of Reaction yield outcomes from USPTO patents with 853,638 reactions. Predict the reaction yield, written as a fraction of the theoretical maximum amount of product (1.0 means a 100% yield; for example, 0.34 means a 34% yield). (1) The reactants are C([O:3][CH:4](OCC)[C:5]1[N:9]([CH3:10])[N:8]=[C:7]([CH2:11][CH3:12])[N:6]=1)C.[ClH:16]. No catalyst specified. The product is [OH2:3].[ClH:16].[CH2:11]([C:7]1[N:6]=[C:5]([CH:4]=[O:3])[N:9]([CH3:10])[N:8]=1)[CH3:12]. The yield is 0.590. (2) The reactants are [C:1]([O:5][C:6]([N:8]1[CH2:13][CH2:12][N:11]([C:14]2[CH:15]=[N:16][C:17]([N+:20]([O-])=O)=[CH:18][CH:19]=2)[CH2:10][C:9]1([CH3:24])[CH3:23])=[O:7])([CH3:4])([CH3:3])[CH3:2]. The catalyst is C1COCC1.[Ni]. The product is [C:1]([O:5][C:6]([N:8]1[CH2:13][CH2:12][N:11]([C:14]2[CH:15]=[N:16][C:17]([NH2:20])=[CH:18][CH:19]=2)[CH2:10][C:9]1([CH3:24])[CH3:23])=[O:7])([CH3:4])([CH3:2])[CH3:3]. The yield is 0.845. (3) The reactants are [Br:1][C:2]1(Br)[C:7]([O:8]COC)=[CH:6][C:5]([O:12]COC)=[C:4]([C:16]2[CH:21]=[CH:20][CH:19]=[CH:18][CH:17]=2)[CH:3]1[CH2:22][CH2:23][CH2:24][O:25][CH3:26].Cl. The catalyst is C(O)C. The product is [Br:1][C:2]1[C:7]([OH:8])=[CH:6][C:5]([OH:12])=[C:4]([C:16]2[CH:21]=[CH:20][CH:19]=[CH:18][CH:17]=2)[C:3]=1[CH2:22][CH2:23][CH2:24][O:25][CH3:26]. The yield is 0.970. (4) The yield is 0.480. The product is [NH2:1][C:2]1[C:7]([Br:14])=[CH:6][C:5]([Cl:8])=[CH:4][N:3]=1. The catalyst is C(O)(=O)C. The reactants are [NH2:1][C:2]1[CH:7]=[CH:6][C:5]([Cl:8])=[CH:4][N:3]=1.C([O-])(=O)C.[Na+].[Br:14]Br. (5) The reactants are [NH2:1][C:2]1[C:3]([C:18]([OH:20])=O)=[N:4][C:5]([C:8]2[CH:13]=[CH:12][C:11]([S:14]([CH3:17])(=[O:16])=[O:15])=[CH:10][CH:9]=2)=[CH:6][N:7]=1.C(OP(C#N)(OCC)=O)C.[NH2:31][C:32]1[CH:37]=[CH:36][CH:35]=[CH:34][CH:33]=1.C(N(CC)CC)C. The catalyst is COCCOC.O. The product is [NH2:1][C:2]1[C:3]([C:18]([NH:31][C:32]2[CH:37]=[CH:36][CH:35]=[CH:34][CH:33]=2)=[O:20])=[N:4][C:5]([C:8]2[CH:9]=[CH:10][C:11]([S:14]([CH3:17])(=[O:15])=[O:16])=[CH:12][CH:13]=2)=[CH:6][N:7]=1. The yield is 0.710.